This data is from Reaction yield outcomes from USPTO patents with 853,638 reactions. The task is: Predict the reaction yield, written as a fraction of the theoretical maximum amount of product (1.0 means a 100% yield; for example, 0.34 means a 34% yield). (1) The reactants are [CH2:1]([O:8][CH2:9][CH2:10][CH:11]([NH2:25])[CH:12]1[CH2:17][CH2:16][N:15]([C:18]([O:20][C:21]([CH3:24])([CH3:23])[CH3:22])=[O:19])[CH2:14][CH2:13]1)[C:2]1[CH:7]=[CH:6][CH:5]=[CH:4][CH:3]=1.[CH3:26][C:27]1[C:36]2[C:31](=[CH:32][CH:33]=[CH:34][CH:35]=2)[C:30]([S:37](Cl)(=[O:39])=[O:38])=[CH:29][CH:28]=1. No catalyst specified. The product is [CH2:1]([O:8][CH2:9][CH2:10][CH:11]([NH:25][S:37]([C:30]1[C:31]2[C:36](=[CH:35][CH:34]=[CH:33][CH:32]=2)[C:27]([CH3:26])=[CH:28][CH:29]=1)(=[O:39])=[O:38])[CH:12]1[CH2:13][CH2:14][N:15]([C:18]([O:20][C:21]([CH3:22])([CH3:24])[CH3:23])=[O:19])[CH2:16][CH2:17]1)[C:2]1[CH:7]=[CH:6][CH:5]=[CH:4][CH:3]=1. The yield is 0.720. (2) The reactants are [Br:1][C:2]1[C:7]([CH2:8][OH:9])=[CH:6][C:5]([OH:10])=[CH:4][C:3]=1[F:11].[O:12]1[CH:17]=[CH:16][CH2:15][CH2:14][CH2:13]1. The catalyst is ClCCl.CC1(C)C2(CS(O)(=O)=O)C(CC1CC2)=O. The product is [Br:1][C:2]1[C:7]([CH2:8][O:9][CH:13]2[CH2:14][CH2:15][CH2:16][CH2:17][O:12]2)=[CH:6][C:5]([O:10][CH:17]2[CH2:16][CH2:15][CH2:14][CH2:13][O:12]2)=[CH:4][C:3]=1[F:11]. The yield is 0.920. (3) The reactants are [CH3:1][C:2]([CH3:8])([CH3:7])[CH2:3][C:4](Cl)=[O:5].[Br:9][C:10]1[CH:16]=[C:15]([C:17]([F:20])([F:19])[F:18])[C:13]([NH2:14])=[C:12]([Cl:21])[CH:11]=1.O. The catalyst is C(#N)C. The product is [Br:9][C:10]1[CH:16]=[C:15]([C:17]([F:20])([F:19])[F:18])[C:13]([NH:14][C:4](=[O:5])[CH2:3][C:2]([CH3:8])([CH3:7])[CH3:1])=[C:12]([Cl:21])[CH:11]=1. The yield is 0.650. (4) The reactants are [Br:1][CH2:2][CH2:3][CH2:4][C:5]([OH:7])=O.C(N(CC)CC)C.CC(C)(C)C(Cl)=O.C([Li])CCC.[CH2:27]([C@@H:34]1[CH2:38][O:37][C:36](=[O:39])[NH:35]1)[C:28]1[CH:33]=[CH:32][CH:31]=[CH:30][CH:29]=1. The catalyst is O1CCCC1.C(OCC)C. The product is [CH2:27]([C@@H:34]1[CH2:38][O:37][C:36](=[O:39])[N:35]1[C:5](=[O:7])[CH2:4][CH2:3][CH2:2][Br:1])[C:28]1[CH:29]=[CH:30][CH:31]=[CH:32][CH:33]=1. The yield is 0.710. (5) The reactants are [O:1]1[CH2:3][CH:2]1[CH2:4][N:5]1[CH2:14][CH2:13][C:12]2[C:7](=[CH:8][CH:9]=[CH:10][CH:11]=2)[CH2:6]1.[NH2:15][C:16]1[CH:17]=[C:18]([CH:33]=[CH:34][CH:35]=1)[CH2:19][N:20]([CH:28]1[CH2:32][CH2:31][CH2:30][CH2:29]1)[C:21](=[O:27])[O:22][C:23]([CH3:26])([CH3:25])[CH3:24]. The catalyst is CCO. The product is [CH:28]1([N:20]([CH2:19][C:18]2[CH:33]=[CH:34][CH:35]=[C:16]([NH:15][CH2:3][CH:2]([OH:1])[CH2:4][N:5]3[CH2:14][CH2:13][C:12]4[C:7](=[CH:8][CH:9]=[CH:10][CH:11]=4)[CH2:6]3)[CH:17]=2)[C:21](=[O:27])[O:22][C:23]([CH3:26])([CH3:25])[CH3:24])[CH2:29][CH2:30][CH2:31][CH2:32]1. The yield is 0.650. (6) The reactants are C(O[C:9]([N:11]([CH2:13][CH2:14][NH:15][C:16]1[CH:25]=[CH:24][C:19]([C:20]([O:22][CH3:23])=[O:21])=[CH:18][CH:17]=1)C)=O)C1C=CC=CC=1. The catalyst is CO.[Pd]. The product is [CH3:9][NH:11][CH2:13][CH2:14][NH:15][C:16]1[CH:25]=[CH:24][C:19]([C:20]([O:22][CH3:23])=[O:21])=[CH:18][CH:17]=1. The yield is 0.780. (7) The reactants are [CH3:1][O:2][C:3](=[O:41])[C:4]1[CH:9]=[CH:8][C:7]([O:10][C:11]2[CH:16]=[CH:15][C:14]([C:17]3[CH:22]=[CH:21][C:20](/[CH:23]=[CH:24]/[C:25]4[N:26]([CH2:38][CH3:39])[CH:27]=[C:28]([C:30]5[CH:35]=[CH:34][C:33]([Cl:36])=[CH:32][C:31]=5[Cl:37])[N:29]=4)=[CH:19][CH:18]=3)=[CH:13][CH:12]=2)=[CH:6][C:5]=1[NH2:40].[CH3:42][S:43](Cl)(=[O:45])=[O:44]. No catalyst specified. The product is [CH3:1][O:2][C:3](=[O:41])[C:4]1[CH:9]=[CH:8][C:7]([O:10][C:11]2[CH:12]=[CH:13][C:14]([C:17]3[CH:18]=[CH:19][C:20](/[CH:23]=[CH:24]/[C:25]4[N:26]([CH2:38][CH3:39])[CH:27]=[C:28]([C:30]5[CH:35]=[CH:34][C:33]([Cl:36])=[CH:32][C:31]=5[Cl:37])[N:29]=4)=[CH:21][CH:22]=3)=[CH:15][CH:16]=2)=[CH:6][C:5]=1[NH:40][S:43]([CH3:42])(=[O:45])=[O:44]. The yield is 0.670.